This data is from Reaction yield outcomes from USPTO patents with 853,638 reactions. The task is: Predict the reaction yield, written as a fraction of the theoretical maximum amount of product (1.0 means a 100% yield; for example, 0.34 means a 34% yield). The catalyst is C(O)C.Cl. The product is [NH:21]1[C:29]2=[N:28][CH:27]=[CH:26][CH:25]=[C:24]2[C:23]([CH:30]=[C:11]2[O:10][C:9]([NH:8][C:5]3[CH:6]=[CH:7][C:2]([OH:1])=[CH:3][C:4]=3[CH3:20])=[C:13]([C:14]([O:16][CH2:17][CH3:18])=[O:15])[C:12]2=[O:19])=[CH:22]1. The reactants are [OH:1][C:2]1[CH:7]=[CH:6][C:5]([NH:8][C:9]2[O:10][CH2:11][C:12](=[O:19])[C:13]=2[C:14]([O:16][CH2:17][CH3:18])=[O:15])=[C:4]([CH3:20])[CH:3]=1.[NH:21]1[C:29]2[C:24](=[CH:25][CH:26]=[CH:27][N:28]=2)[C:23]([CH:30]=O)=[CH:22]1.[OH-].[Na+]. The yield is 0.700.